From a dataset of Full USPTO retrosynthesis dataset with 1.9M reactions from patents (1976-2016). Predict the reactants needed to synthesize the given product. Given the product [C:37]([OH:44])(=[O:43])/[CH:38]=[CH:39]/[C:40]([OH:42])=[O:41].[F:1][C:2]1[CH:3]=[C:4]([C@@H:8]([C@@H:17]2[CH2:22][CH2:21][CH2:20][N:19]([C:23](=[O:36])[NH:24][C@@H:25]([CH2:29][C@H:30]3[CH2:35][CH2:34][CH2:33][O:32][CH2:31]3)[CH2:26][NH:27][CH3:28])[CH2:18]2)[O:9][CH2:10][CH2:11][NH:12][C:13](=[O:16])[O:14][CH3:15])[CH:5]=[CH:6][CH:7]=1, predict the reactants needed to synthesize it. The reactants are: [F:1][C:2]1[CH:3]=[C:4]([C@@H:8]([C@@H:17]2[CH2:22][CH2:21][CH2:20][N:19]([C:23](=[O:36])[NH:24][C@@H:25]([CH2:29][C@H:30]3[CH2:35][CH2:34][CH2:33][O:32][CH2:31]3)[CH2:26][NH:27][CH3:28])[CH2:18]2)[O:9][CH2:10][CH2:11][NH:12][C:13](=[O:16])[O:14][CH3:15])[CH:5]=[CH:6][CH:7]=1.[C:37]([OH:44])(=[O:43])/[CH:38]=[CH:39]/[C:40]([OH:42])=[O:41].